This data is from Full USPTO retrosynthesis dataset with 1.9M reactions from patents (1976-2016). The task is: Predict the reactants needed to synthesize the given product. Given the product [CH:17](=[C:22]1[CH2:26][CH2:25][CH2:24][C:23]1=[O:27])[CH2:18][CH2:19][CH2:20][CH3:21], predict the reactants needed to synthesize it. The reactants are: O.[OH-].[Na+].C(=O)CCCC.C1(=O)CCCC1.O[CH:17]([CH:22]1[CH2:26][CH2:25][CH2:24][C:23]1=[O:27])[CH2:18][CH2:19][CH2:20][CH3:21].